From a dataset of NCI-60 drug combinations with 297,098 pairs across 59 cell lines. Regression. Given two drug SMILES strings and cell line genomic features, predict the synergy score measuring deviation from expected non-interaction effect. (1) Drug 1: CC1=CC=C(C=C1)C2=CC(=NN2C3=CC=C(C=C3)S(=O)(=O)N)C(F)(F)F. Drug 2: CCC1(CC2CC(C3=C(CCN(C2)C1)C4=CC=CC=C4N3)(C5=C(C=C6C(=C5)C78CCN9C7C(C=CC9)(C(C(C8N6C=O)(C(=O)OC)O)OC(=O)C)CC)OC)C(=O)OC)O.OS(=O)(=O)O. Cell line: SF-539. Synergy scores: CSS=10.8, Synergy_ZIP=0.745, Synergy_Bliss=4.24, Synergy_Loewe=-7.20, Synergy_HSA=3.19. (2) Drug 1: CCC(=C(C1=CC=CC=C1)C2=CC=C(C=C2)OCCN(C)C)C3=CC=CC=C3.C(C(=O)O)C(CC(=O)O)(C(=O)O)O. Drug 2: C1CC(=O)NC(=O)C1N2C(=O)C3=CC=CC=C3C2=O. Cell line: U251. Synergy scores: CSS=9.69, Synergy_ZIP=4.78, Synergy_Bliss=3.57, Synergy_Loewe=-3.60, Synergy_HSA=-0.297. (3) Drug 1: CC1=C(C(=CC=C1)Cl)NC(=O)C2=CN=C(S2)NC3=CC(=NC(=N3)C)N4CCN(CC4)CCO. Drug 2: CS(=O)(=O)CCNCC1=CC=C(O1)C2=CC3=C(C=C2)N=CN=C3NC4=CC(=C(C=C4)OCC5=CC(=CC=C5)F)Cl. Cell line: SK-MEL-28. Synergy scores: CSS=2.78, Synergy_ZIP=3.03, Synergy_Bliss=6.11, Synergy_Loewe=-2.67, Synergy_HSA=-2.97. (4) Drug 1: CN(C)C1=NC(=NC(=N1)N(C)C)N(C)C. Drug 2: CC12CCC3C(C1CCC2OP(=O)(O)O)CCC4=C3C=CC(=C4)OC(=O)N(CCCl)CCCl.[Na+]. Cell line: SNB-19. Synergy scores: CSS=-3.69, Synergy_ZIP=-0.363, Synergy_Bliss=-3.61, Synergy_Loewe=-6.41, Synergy_HSA=-5.45. (5) Drug 1: CC(C1=C(C=CC(=C1Cl)F)Cl)OC2=C(N=CC(=C2)C3=CN(N=C3)C4CCNCC4)N. Drug 2: C1=CC(=CC=C1CCC2=CNC3=C2C(=O)NC(=N3)N)C(=O)NC(CCC(=O)O)C(=O)O. Cell line: CCRF-CEM. Synergy scores: CSS=63.1, Synergy_ZIP=-1.70, Synergy_Bliss=-3.44, Synergy_Loewe=-4.66, Synergy_HSA=-0.798. (6) Drug 1: CC1C(C(CC(O1)OC2CC(CC3=C2C(=C4C(=C3O)C(=O)C5=C(C4=O)C(=CC=C5)OC)O)(C(=O)C)O)N)O.Cl. Drug 2: C1=CC(=CC=C1C#N)C(C2=CC=C(C=C2)C#N)N3C=NC=N3. Cell line: CAKI-1. Synergy scores: CSS=27.8, Synergy_ZIP=-4.92, Synergy_Bliss=-7.07, Synergy_Loewe=-52.4, Synergy_HSA=-4.41. (7) Drug 1: CCCS(=O)(=O)NC1=C(C(=C(C=C1)F)C(=O)C2=CNC3=C2C=C(C=N3)C4=CC=C(C=C4)Cl)F. Drug 2: COC1=CC(=CC(=C1O)OC)C2C3C(COC3=O)C(C4=CC5=C(C=C24)OCO5)OC6C(C(C7C(O6)COC(O7)C8=CC=CS8)O)O. Cell line: SF-539. Synergy scores: CSS=44.6, Synergy_ZIP=0.00907, Synergy_Bliss=0.967, Synergy_Loewe=-30.7, Synergy_HSA=1.72. (8) Drug 1: C1=CC(=CC=C1CC(C(=O)O)N)N(CCCl)CCCl.Cl. Drug 2: CC1C(C(CC(O1)OC2CC(CC3=C2C(=C4C(=C3O)C(=O)C5=C(C4=O)C(=CC=C5)OC)O)(C(=O)CO)O)N)O.Cl. Cell line: NCI-H322M. Synergy scores: CSS=33.6, Synergy_ZIP=2.61, Synergy_Bliss=4.28, Synergy_Loewe=-27.4, Synergy_HSA=1.48.